This data is from Reaction yield outcomes from USPTO patents with 853,638 reactions. The task is: Predict the reaction yield, written as a fraction of the theoretical maximum amount of product (1.0 means a 100% yield; for example, 0.34 means a 34% yield). (1) The reactants are C([N:8]1[CH2:13][CH2:12][CH:11]([N:14]2[C:26]3[C:25]4[N:24]=[C:23]([NH:27][CH:28]5[CH2:32][CH2:31][CH2:30][CH2:29]5)[N:22]=[CH:21][C:20]=4[CH2:19][CH2:18][C:17]=3[C:16]([C:33]([NH2:35])=[O:34])=[N:15]2)[CH2:10][CH2:9]1)C1C=CC=CC=1.C(OCC)C. The catalyst is C(O)(=O)C.O=[Pt]=O. The product is [CH:28]1([NH:27][C:23]2[N:22]=[CH:21][C:20]3[CH2:19][CH2:18][C:17]4[C:16]([C:33]([NH2:35])=[O:34])=[N:15][N:14]([CH:11]5[CH2:12][CH2:13][NH:8][CH2:9][CH2:10]5)[C:26]=4[C:25]=3[N:24]=2)[CH2:29][CH2:30][CH2:31][CH2:32]1. The yield is 0.800. (2) The reactants are [H-].[Al+3].[Li+].[H-].[H-].[H-].[CH2:7]([O:10][C:11]1[CH:18]=[CH:17][C:14]([CH:15]=[O:16])=[C:13]([CH3:19])[CH:12]=1)[CH:8]=[CH2:9].[Cl-].[NH4+].Cl. The catalyst is C1COCC1. The product is [CH2:7]([O:10][C:11]1[CH:18]=[CH:17][C:14]([CH2:15][OH:16])=[C:13]([CH3:19])[CH:12]=1)[CH:8]=[CH2:9]. The yield is 0.810. (3) The reactants are [S:1]1[C:5]2[CH:6]=[CH:7][CH:8]=[CH:9][C:4]=2[N:3]=[C:2]1[C:10](=[C:13](O)[C:14]1[CH:19]=[CH:18][C:17]([N+:20]([O-:22])=[O:21])=[CH:16][CH:15]=1)[C:11]#[N:12].O=P(Cl)(Cl)[Cl:26]. No catalyst specified. The product is [S:1]1[C:5]2[CH:6]=[CH:7][CH:8]=[CH:9][C:4]=2[N:3]=[C:2]1[C:10](=[C:13]([Cl:26])[C:14]1[CH:19]=[CH:18][C:17]([N+:20]([O-:22])=[O:21])=[CH:16][CH:15]=1)[C:11]#[N:12]. The yield is 0.950.